This data is from Cav3 T-type calcium channel HTS with 100,875 compounds. The task is: Binary Classification. Given a drug SMILES string, predict its activity (active/inactive) in a high-throughput screening assay against a specified biological target. The compound is S(=O)(=O)(NCC(NS(=O)(=O)C)C)c1ccc(cc1)C. The result is 0 (inactive).